This data is from Forward reaction prediction with 1.9M reactions from USPTO patents (1976-2016). The task is: Predict the product of the given reaction. (1) Given the reactants [CH2:1]([N:8]1[CH2:13][CH2:12][C:11]([N:19](C(OC(C)(C)C)=O)[NH:20]C(OC(C)(C)C)=O)([C:14]([O:16][CH2:17][CH3:18])=[O:15])[CH2:10][CH2:9]1)[C:2]1[CH:7]=[CH:6][CH:5]=[CH:4][CH:3]=1.[ClH:35], predict the reaction product. The product is: [ClH:35].[CH2:1]([N:8]1[CH2:9][CH2:10][C:11]([NH:19][NH2:20])([C:14]([O:16][CH2:17][CH3:18])=[O:15])[CH2:12][CH2:13]1)[C:2]1[CH:7]=[CH:6][CH:5]=[CH:4][CH:3]=1. (2) Given the reactants C([N:8]1[CH2:18][CH2:17][N:16]2[C@@H:10]([CH2:11][CH2:12][O:13][C:14]3[C:22]([Br:23])=[CH:21][CH:20]=[CH:19][C:15]=32)[CH2:9]1)C1C=CC=CC=1.C(Cl)(=O)OCCCl.CO, predict the reaction product. The product is: [Br:23][C:22]1[C:14]2[O:13][CH2:12][CH2:11][C@H:10]3[CH2:9][NH:8][CH2:18][CH2:17][N:16]3[C:15]=2[CH:19]=[CH:20][CH:21]=1.